Predict which catalyst facilitates the given reaction. From a dataset of Catalyst prediction with 721,799 reactions and 888 catalyst types from USPTO. (1) Reactant: [C:1](OC(=O)C)(=[O:3])[CH3:2].FC(F)(F)C(O)=O.[CH3:15][O:16][C:17]1[CH:18]=[C:19]([C:29]2[N:30]=[C:31]([O:39][C@@H:40]([C@H:42]3[CH2:46][NH:45][C:44](=[O:47])[CH2:43]3)[CH3:41])[C:32]3[N:33]([N:35]=[CH:36][C:37]=3[CH3:38])[CH:34]=2)[CH:20]=[CH:21][C:22]=1[N:23]1[CH2:28][CH2:27][NH:26][CH2:25][CH2:24]1.C(N(CC)CC)C. Product: [C:1]([N:26]1[CH2:25][CH2:24][N:23]([C:22]2[CH:21]=[CH:20][C:19]([C:29]3[N:30]=[C:31]([O:39][C@@H:40]([C@H:42]4[CH2:46][NH:45][C:44](=[O:47])[CH2:43]4)[CH3:41])[C:32]4[N:33]([N:35]=[CH:36][C:37]=4[CH3:38])[CH:34]=3)=[CH:18][C:17]=2[O:16][CH3:15])[CH2:28][CH2:27]1)(=[O:3])[CH3:2]. The catalyst class is: 4. (2) Reactant: [C:1]([C:3]1[CH:23]=[CH:22][C:6]([C:7]([NH:9][C:10]2[C:11]([O:20][CH3:21])=[C:12]([CH:17]=[CH:18][CH:19]=2)[C:13]([O:15][CH3:16])=[O:14])=[O:8])=[CH:5][CH:4]=1)#[N:2].C([O-])([O-])=O.[K+].[K+].[CH2:30](Br)[CH3:31]. Product: [C:1]([C:3]1[CH:23]=[CH:22][C:6]([C:7]([N:9]([CH2:30][CH3:31])[C:10]2[C:11]([O:20][CH3:21])=[C:12]([CH:17]=[CH:18][CH:19]=2)[C:13]([O:15][CH3:16])=[O:14])=[O:8])=[CH:5][CH:4]=1)#[N:2]. The catalyst class is: 589. (3) Reactant: [CH3:1][C:2]1[N:7]=[C:6]([CH3:8])[C:5]([C:9]([O:11]C)=[O:10])=[C:4]([CH3:13])[N:3]=1.CO.[OH-].[Na+].Cl. Product: [CH3:1][C:2]1[N:7]=[C:6]([CH3:8])[C:5]([C:9]([OH:11])=[O:10])=[C:4]([CH3:13])[N:3]=1. The catalyst class is: 6. (4) Reactant: [Na].[Cl:2][C:3]1[CH:4]=[C:5]([C:13]2[N:17]=[C:16]([C:18]3[CH:23]=[CH:22][C:21]([NH:24][C@@H:25]4[CH2:29][CH2:28][CH2:27][C@@H:26]4[C:30]([O:32]C)=[O:31])=[CH:20][CH:19]=3)[O:15][N:14]=2)[CH:6]=[CH:7][C:8]=1[O:9][CH:10]([CH3:12])[CH3:11].[Cl:34][C:35]1[CH:36]=[C:37]([C:45]2[N:49]=[C:48]([C:50]3[CH:55]=[CH:54][C:53]([NH:56][C@H:57]4[CH2:61][CH2:60][CH2:59][C@H:58]4[C:62]([O:64]C)=[O:63])=[CH:52][CH:51]=3)[O:47][N:46]=2)[CH:38]=[CH:39][C:40]=1[O:41][CH:42]([CH3:44])[CH3:43].O. Product: [Cl:2][C:3]1[CH:4]=[C:5]([C:13]2[N:17]=[C:16]([C:18]3[CH:23]=[CH:22][C:21]([NH:24][C@H:25]4[CH2:29][CH2:28][CH2:27][C@@H:26]4[C:30]([OH:32])=[O:31])=[CH:20][CH:19]=3)[O:15][N:14]=2)[CH:6]=[CH:7][C:8]=1[O:9][CH:10]([CH3:12])[CH3:11].[Cl:34][C:35]1[CH:36]=[C:37]([C:45]2[N:49]=[C:48]([C:50]3[CH:55]=[CH:54][C:53]([NH:56][C@@H:57]4[CH2:61][CH2:60][CH2:59][C@H:58]4[C:62]([OH:64])=[O:63])=[CH:52][CH:51]=3)[O:47][N:46]=2)[CH:38]=[CH:39][C:40]=1[O:41][CH:42]([CH3:44])[CH3:43]. The catalyst class is: 100.